Dataset: Full USPTO retrosynthesis dataset with 1.9M reactions from patents (1976-2016). Task: Predict the reactants needed to synthesize the given product. (1) Given the product [CH:1]1([N:4]2[CH2:12][C:11]3[C:6](=[CH:7][CH:8]=[C:9]([C:24]4[CH:38]=[CH:37][C:27]([CH2:28][N:29]5[CH2:33][C:32](=[O:34])[N:31]([CH3:35])[C:30]5=[O:36])=[CH:26][CH:25]=4)[CH:10]=3)[C:5]2=[O:22])[CH2:2][CH2:3]1, predict the reactants needed to synthesize it. The reactants are: [CH:1]1([N:4]2[CH2:12][C:11]3[C:6](=[CH:7][CH:8]=[C:9](B4OC(C)(C)C(C)(C)O4)[CH:10]=3)[C:5]2=[O:22])[CH2:3][CH2:2]1.Br[C:24]1[CH:38]=[CH:37][C:27]([CH2:28][N:29]2[CH2:33][C:32](=[O:34])[N:31]([CH3:35])[C:30]2=[O:36])=[CH:26][CH:25]=1.C1(P(C2CCCCC2)C2CCCCC2)CCCCC1.P([O-])([O-])([O-])=O.[K+].[K+].[K+]. (2) The reactants are: [CH3:1][S:2][C:3]1[CH:8]=[CH:7][CH:6]=[CH:5][C:4]=1[OH:9].CC(C)([O-])C.[K+].Cl[C:17]1[N:18]=[N+:19]([O-:24])[C:20]([Cl:23])=[CH:21][CH:22]=1.O. Given the product [Cl:23][C:20]1[N+:19]([O-:24])=[N:18][C:17]([O:9][C:4]2[CH:5]=[CH:6][CH:7]=[CH:8][C:3]=2[S:2][CH3:1])=[CH:22][CH:21]=1, predict the reactants needed to synthesize it.